Predict the reactants needed to synthesize the given product. From a dataset of Full USPTO retrosynthesis dataset with 1.9M reactions from patents (1976-2016). (1) The reactants are: [NH2:1][C:2]1[CH:10]=[CH:9][C:8]([Cl:11])=[CH:7][C:3]=1[C:4]([OH:6])=O.Cl.[CH3:13][O:14][C:15](=[O:26])[CH:16]([NH2:25])[CH2:17][C:18]1[CH:23]=[CH:22][C:21]([Br:24])=[CH:20][CH:19]=1.CN(C(ON1N=NC2C=CC=CC1=2)=[N+](C)C)C.F[P-](F)(F)(F)(F)F.C(N(C(C)C)CC)(C)C. Given the product [CH3:13][O:14][C:15](=[O:26])[CH:16]([NH:25][C:4](=[O:6])[C:3]1[CH:7]=[C:8]([Cl:11])[CH:9]=[CH:10][C:2]=1[NH2:1])[CH2:17][C:18]1[CH:23]=[CH:22][C:21]([Br:24])=[CH:20][CH:19]=1, predict the reactants needed to synthesize it. (2) Given the product [Br:1][C:2]1[CH:7]=[C:6]2[C:5](=[CH:4][CH:3]=1)[NH:14][N:13]=[C:8]2[CH2:9][CH3:10], predict the reactants needed to synthesize it. The reactants are: [Br:1][C:2]1[CH:3]=[CH:4][C:5](F)=[C:6]([C:8](=O)[CH2:9][CH3:10])[CH:7]=1.[NH2:13][NH2:14]. (3) Given the product [CH2:12]([CH:11]([NH:10][C:9]1[C:4]([C:3]([OH:27])=[O:2])=[C:5]([O:17][C:18]2[C:23]([CH3:24])=[CH:22][C:21]([CH3:25])=[CH:20][C:19]=2[CH3:26])[N:6]=[C:7]([CH3:16])[CH:8]=1)[CH2:14][CH3:15])[CH3:13], predict the reactants needed to synthesize it. The reactants are: C[O:2][C:3](=[O:27])[C:4]1[C:9]([NH:10][CH:11]([CH2:14][CH3:15])[CH2:12][CH3:13])=[CH:8][C:7]([CH3:16])=[N:6][C:5]=1[O:17][C:18]1[C:23]([CH3:24])=[CH:22][C:21]([CH3:25])=[CH:20][C:19]=1[CH3:26].[OH-].[Li+]. (4) Given the product [NH:17]([C:18]([O:20][C:21]([CH3:24])([CH3:23])[CH3:22])=[O:19])[C@H:13]([C:14]([OH:16])=[O:15])[CH2:12][CH2:11][CH2:10][CH2:9][NH:8][C:6]([O:5][C:2]([CH3:4])([CH3:3])[CH3:1])=[O:7], predict the reactants needed to synthesize it. The reactants are: [CH3:1][C:2]([O:5][C:6]([NH:8][CH2:9][CH2:10][CH2:11][CH2:12][C@H:13]([NH:17][C:18]([O:20][C:21]([CH3:24])([CH3:23])[CH3:22])=[O:19])[C:14]([OH:16])=[O:15])=[O:7])([CH3:4])[CH3:3].C1CCC(NC2CCCCC2)CC1.S(=O)(=O)(O)O. (5) The reactants are: [C:1]([O:5][C:6]([NH:8][CH2:9][C:10]1[N:11]([CH2:37][CH:38]([CH3:40])[CH3:39])[C:12](=[O:36])[C:13]2[C:18]([C:19]=1[C:20]1[CH:25]=[CH:24][C:23]([F:26])=[CH:22][CH:21]=1)=[CH:17][C:16](/[CH:27]=[CH:28]/[C:29]([O:31]CCCC)=[O:30])=[CH:15][CH:14]=2)=[O:7])([CH3:4])([CH3:3])[CH3:2].[OH-].[Na+].O.Cl. Given the product [C:1]([O:5][C:6]([NH:8][CH2:9][C:10]1[N:11]([CH2:37][CH:38]([CH3:40])[CH3:39])[C:12](=[O:36])[C:13]2[C:18]([C:19]=1[C:20]1[CH:25]=[CH:24][C:23]([F:26])=[CH:22][CH:21]=1)=[CH:17][C:16](/[CH:27]=[CH:28]/[C:29]([OH:31])=[O:30])=[CH:15][CH:14]=2)=[O:7])([CH3:4])([CH3:3])[CH3:2], predict the reactants needed to synthesize it. (6) Given the product [CH:62]1([NH:68][C:22](=[O:24])[CH2:21][S:20][C:4]2[N:3]([C:25]3[CH:26]=[CH:27][CH:28]=[CH:29][CH:30]=3)[C:2](=[O:1])[C:7]3[N:8]([CH2:15][CH2:16][CH2:17][CH2:18][CH3:19])[C:9]4[CH:10]=[CH:11][CH:12]=[CH:13][C:14]=4[C:6]=3[N:5]=2)[CH2:67][CH2:66][CH2:65][CH2:64][CH2:63]1, predict the reactants needed to synthesize it. The reactants are: [O:1]=[C:2]1[C:7]2[N:8]([CH2:15][CH2:16][CH2:17][CH2:18][CH3:19])[C:9]3[CH:10]=[CH:11][CH:12]=[CH:13][C:14]=3[C:6]=2[N:5]=[C:4]([S:20][CH2:21][C:22]([OH:24])=O)[N:3]1[C:25]1[CH:30]=[CH:29][CH:28]=[CH:27][CH:26]=1.CN(C(ON1N=NC2C=CC=NC1=2)=[N+](C)C)C.F[P-](F)(F)(F)(F)F.C(N(CC)CC)C.[CH:62]1([NH2:68])[CH2:67][CH2:66][CH2:65][CH2:64][CH2:63]1.